Task: Predict the product of the given reaction.. Dataset: Forward reaction prediction with 1.9M reactions from USPTO patents (1976-2016) (1) Given the reactants C(OC([N:8]([CH2:10][C:11]1[CH:19]=[CH:18][C:14]([C:15]([OH:17])=O)=[CH:13][C:12]=1[C:20]([F:23])([F:22])[F:21])[CH3:9])=O)(C)(C)C.C(N(C(C)C)CC)(C)C.C1CN([P+](ON2N=NC3C=CC=CC2=3)(N2CCCC2)N2CCCC2)CC1.F[P-](F)(F)(F)(F)F.[N:66]1[CH:71]=[CH:70][C:69]([C:72]2[CH:87]=[C:75]3[N:76]=[CH:77][CH:78]=[C:79]([C:80]4[CH:81]=[C:82]([CH:84]=[CH:85][CH:86]=4)[NH2:83])[N:74]3[N:73]=2)=[CH:68][CH:67]=1, predict the reaction product. The product is: [CH3:9][NH:8][CH2:10][C:11]1[CH:19]=[CH:18][C:14]([C:15]([NH:83][C:82]2[CH:84]=[CH:85][CH:86]=[C:80]([C:79]3[N:74]4[N:73]=[C:72]([C:69]5[CH:70]=[CH:71][N:66]=[CH:67][CH:68]=5)[CH:87]=[C:75]4[N:76]=[CH:77][CH:78]=3)[CH:81]=2)=[O:17])=[CH:13][C:12]=1[C:20]([F:21])([F:22])[F:23]. (2) The product is: [CH3:1][O:2][C:3](=[O:13])[CH2:4][CH2:5][O:6][CH2:7][CH2:8][O:9][CH2:10][CH:11]=[O:15]. Given the reactants [CH3:1][O:2][C:3](=[O:13])[CH2:4][CH2:5][O:6][CH2:7][CH2:8][O:9][CH2:10][CH:11]=C.C(=O)(O)[O-:15].[Na+].O=[O+][O-].C1C=CC(P(C2C=CC=CC=2)C2C=CC=CC=2)=CC=1, predict the reaction product.